Binary Classification. Given a miRNA mature sequence and a target amino acid sequence, predict their likelihood of interaction. From a dataset of Experimentally validated miRNA-target interactions with 360,000+ pairs, plus equal number of negative samples. The miRNA is mmu-miR-3069-5p with sequence UUGGCAGUCAAGAUAUUGUUUAGC. The protein sequence of the target gene is MQLQGLVFVFTIGILLSRVPTGTVSAVDPEVNMNVTEIIMRWGYPGEEHSVLTGDGYILSIHRIPRGRKNHFGKGPRPVVYLQHGLLADSSNWVTNIDNSSLGFLLADAGFDVWMGNSRGNTWSLKHKTLSVSQDEFWAFSFDEMAKYDLPASINYILNKTGQEQIYYVGHSQGCTIGFIAFSQMPELAKKIKMFLVLAPVLSLNFASGPLLQLGRLPDPLLKDMFGQKQFLPQSAMLKWLSIHVCTHVIMKELCANVFFLLCGFNEKNLNMSRVDVYTTHCPAGTSVQNMLHWGQVFKY.... Result: 0 (no interaction).